This data is from Full USPTO retrosynthesis dataset with 1.9M reactions from patents (1976-2016). The task is: Predict the reactants needed to synthesize the given product. (1) Given the product [O:1]1[CH2:6][CH2:5][CH2:4][O:3][O:2]1.[O:1]1[CH2:6][CH2:5][CH2:4][O:3][O:2]1.[OH2:8].[CH2:7]=[O:8], predict the reactants needed to synthesize it. The reactants are: [O:1]1[CH2:6][CH2:5][CH2:4][O:3][O:2]1.[CH2:7]=[O:8]. (2) Given the product [I:1][C:2]1[CH:10]=[CH:9][C:5]([C:6]([NH:30][C@H:27]2[CH2:28][CH2:29][N:25]([CH2:18][C:19]3[CH:24]=[CH:23][CH:22]=[CH:21][CH:20]=3)[CH2:26]2)=[O:7])=[CH:4][CH:3]=1, predict the reactants needed to synthesize it. The reactants are: [I:1][C:2]1[CH:10]=[CH:9][C:5]([C:6](Cl)=[O:7])=[CH:4][CH:3]=1.C(N(CC)CC)C.[CH2:18]([N:25]1[CH2:29][CH2:28][C@H:27]([NH2:30])[CH2:26]1)[C:19]1[CH:24]=[CH:23][CH:22]=[CH:21][CH:20]=1.O.